From a dataset of NCI-60 drug combinations with 297,098 pairs across 59 cell lines. Regression. Given two drug SMILES strings and cell line genomic features, predict the synergy score measuring deviation from expected non-interaction effect. (1) Drug 1: C1=NC2=C(N=C(N=C2N1C3C(C(C(O3)CO)O)O)F)N. Drug 2: CCC1=C2CN3C(=CC4=C(C3=O)COC(=O)C4(CC)O)C2=NC5=C1C=C(C=C5)O. Cell line: NCIH23. Synergy scores: CSS=17.6, Synergy_ZIP=-5.15, Synergy_Bliss=2.78, Synergy_Loewe=-13.3, Synergy_HSA=0.951. (2) Drug 1: C1=CC(=CC=C1CC(C(=O)O)N)N(CCCl)CCCl.Cl. Drug 2: CC1C(C(CC(O1)OC2CC(OC(C2O)C)OC3=CC4=CC5=C(C(=O)C(C(C5)C(C(=O)C(C(C)O)O)OC)OC6CC(C(C(O6)C)O)OC7CC(C(C(O7)C)O)OC8CC(C(C(O8)C)O)(C)O)C(=C4C(=C3C)O)O)O)O. Cell line: ACHN. Synergy scores: CSS=20.4, Synergy_ZIP=0.429, Synergy_Bliss=3.40, Synergy_Loewe=2.56, Synergy_HSA=3.34. (3) Drug 1: CCC(=C(C1=CC=CC=C1)C2=CC=C(C=C2)OCCN(C)C)C3=CC=CC=C3.C(C(=O)O)C(CC(=O)O)(C(=O)O)O. Drug 2: COC1=NC(=NC2=C1N=CN2C3C(C(C(O3)CO)O)O)N. Cell line: HCT-15. Synergy scores: CSS=0.282, Synergy_ZIP=-1.29, Synergy_Bliss=-2.12, Synergy_Loewe=-2.22, Synergy_HSA=-2.21.